Dataset: Full USPTO retrosynthesis dataset with 1.9M reactions from patents (1976-2016). Task: Predict the reactants needed to synthesize the given product. Given the product [C:1]([O:5][C:6]([NH:8][C@H:9]([C:10]1[N:36]=[CH:38][C:39]([Cl:44])=[CH:40][C:11]=1[C:12]([O:14][CH2:15][CH3:16])=[O:13])[CH:18]([CH3:20])[CH3:19])=[O:7])([CH3:4])([CH3:3])[CH3:2], predict the reactants needed to synthesize it. The reactants are: [C:1]([O:5][C:6]([NH:8][C@@H:9]([CH:18]([CH3:20])[CH3:19])[C:10](=O)[CH2:11][C:12]([O:14][CH2:15][CH3:16])=[O:13])=[O:7])([CH3:4])([CH3:3])[CH3:2].CC(C)([O-])C.[K+].N12CCN(CC1)CC2.C[N:36](/[CH:38]=[C:39](\[Cl:44])/[CH:40]=[N+](C)C)C.F[P-](F)(F)(F)(F)F.C([O-])(=O)C.[NH4+].